Dataset: Reaction yield outcomes from USPTO patents with 853,638 reactions. Task: Predict the reaction yield, written as a fraction of the theoretical maximum amount of product (1.0 means a 100% yield; for example, 0.34 means a 34% yield). (1) The reactants are [Br:1][C:2]1[CH:3]=[C:4](F)[C:5]([N+:13]([O-:15])=[O:14])=[C:6]([N:8]2[CH:12]=[CH:11][CH:10]=[N:9]2)[CH:7]=1.[NH3:17]. The catalyst is C(O)C.CO. The product is [Br:1][C:2]1[CH:7]=[C:6]([N:8]2[CH:12]=[CH:11][CH:10]=[N:9]2)[C:5]([N+:13]([O-:15])=[O:14])=[C:4]([NH2:17])[CH:3]=1. The yield is 0.860. (2) The product is [Cl:21][C:22]1[N:27]=[C:26]([NH:17][C:5]2[CH:6]=[CH:7][C:8]([N:10]3[CH2:15][CH2:14][N:13]([CH3:16])[CH2:12][CH2:11]3)=[CH:9][C:4]=2[C:3]([NH:2][CH3:1])=[O:20])[C:25]([Cl:29])=[CH:24][N:23]=1. The reactants are [CH3:1][NH:2][C:3](=[O:20])[C:4]1[CH:9]=[C:8]([N:10]2[CH2:15][CH2:14][N:13]([CH3:16])[CH2:12][CH2:11]2)[CH:7]=[CH:6][C:5]=1[N+:17]([O-])=O.[Cl:21][C:22]1[N:27]=[C:26](Cl)[C:25]([Cl:29])=[CH:24][N:23]=1.C(N(C(C)C)CC)(C)C.C(N(CC)CC)C. The yield is 0.250. The catalyst is [Pd].C(OCC)(=O)C.